Task: Predict which catalyst facilitates the given reaction.. Dataset: Catalyst prediction with 721,799 reactions and 888 catalyst types from USPTO (1) Reactant: [H-].[Na+].[I:3][C:4]1[CH:5]=[C:6]2[CH2:21][C@@:11]3([C:19]4[C:14](=[N:15][CH:16]=[CH:17][CH:18]=4)[NH:13][C:12]3=[O:20])[CH2:10][C:7]2=[N:8][CH:9]=1.[CH3:22][Si:23]([CH3:30])([CH3:29])[CH2:24][CH2:25][O:26][CH2:27]Cl. Product: [I:3][C:4]1[CH:5]=[C:6]2[CH2:21][C:11]3([C:19]4[C:14](=[N:15][CH:16]=[CH:17][CH:18]=4)[N:13]([CH2:27][O:26][CH2:25][CH2:24][Si:23]([CH3:30])([CH3:29])[CH3:22])[C:12]3=[O:20])[CH2:10][C:7]2=[N:8][CH:9]=1. The catalyst class is: 3. (2) Reactant: COC1C=CC(C[N:8](CC2C=CC(OC)=CC=2)[C:9]2[N:14]=[C:13]([CH3:15])[N:12]=[C:11]([C:16]3[C:17]([NH:22][C:23]4[CH:24]=[C:25]5[C:30](=[CH:31][CH:32]=4)[N:29]=[C:28]([CH3:33])[CH:27]=[CH:26]5)=[N:18][CH:19]=[CH:20][CH:21]=3)[N:10]=2)=CC=1. Product: [NH2:8][C:9]1[N:14]=[C:13]([CH3:15])[N:12]=[C:11]([C:16]2[C:17]([NH:22][C:23]3[CH:24]=[C:25]4[C:30](=[CH:31][CH:32]=3)[N:29]=[C:28]([CH3:33])[CH:27]=[CH:26]4)=[N:18][CH:19]=[CH:20][CH:21]=2)[N:10]=1. The catalyst class is: 67.